Task: Predict the product of the given reaction.. Dataset: Forward reaction prediction with 1.9M reactions from USPTO patents (1976-2016) (1) Given the reactants Cl[CH:2]([C:7]([N:9]([CH2:29][C:30]1[CH:35]=[CH:34][C:33]([O:36][CH3:37])=[CH:32][C:31]=1[O:38][CH3:39])[C:10]1[CH:15]=[CH:14][C:13]([Cl:16])=[CH:12][C:11]=1[C:17]([C:19]1[CH:24]=[CH:23][CH:22]=[C:21]([O:25][CH3:26])[C:20]=1[O:27][CH3:28])=[CH2:18])=[O:8])[C:3]([O:5][CH3:6])=[O:4].C([Sn](CCCC)CCCC)CCC.N(C(C)(C)C#N)=NC(C)(C)C#N, predict the reaction product. The product is: [Cl:16][C:13]1[CH:14]=[CH:15][C:10]2[N:9]([CH2:29][C:30]3[CH:35]=[CH:34][C:33]([O:36][CH3:37])=[CH:32][C:31]=3[O:38][CH3:39])[C:7](=[O:8])[CH:2]([C:3]([O:5][CH3:6])=[O:4])[CH2:18][CH:17]([C:19]3[CH:24]=[CH:23][CH:22]=[C:21]([O:25][CH3:26])[C:20]=3[O:27][CH3:28])[C:11]=2[CH:12]=1. (2) Given the reactants [C:1](Cl)(=[O:6])[C:2](C)(C)[CH3:3].C(N([CH2:13][CH3:14])CC)C.Cl.[CH3:16][O:17][C:18](=[O:28])[C@H:19]([CH2:21][C:22]1[CH:27]=[CH:26][CH:25]=[CH:24][CH:23]=1)[NH2:20].[O:29]1CC[CH2:31][CH2:30]1, predict the reaction product. The product is: [CH3:16][O:17][C:18](=[O:28])[C@@H:19]([NH:20][C:30]([C@@H:31]1[C@@H:1]([CH2:2][CH2:3][CH2:13][CH3:14])[O:6]1)=[O:29])[CH2:21][C:22]1[CH:27]=[CH:26][CH:25]=[CH:24][CH:23]=1. (3) Given the reactants [N:1]1[CH:6]=[CH:5][CH:4]=[CH:3][C:2]=1[C:7]1[CH:8]=[C:9]([CH:12]=[CH:13][CH:14]=1)[CH:10]=O.[N+:15]([CH3:18])([O-:17])=[O:16], predict the reaction product. The product is: [N+:15](/[CH:18]=[CH:10]/[C:9]1[CH:8]=[C:7]([C:2]2[CH:3]=[CH:4][CH:5]=[CH:6][N:1]=2)[CH:14]=[CH:13][CH:12]=1)([O-:17])=[O:16]. (4) Given the reactants [Br:1][C:2]1[C:3](Cl)=[N:4][CH:5]=[C:6]([CH:10]=1)[C:7]([OH:9])=[O:8].[CH:12]1([OH:16])[CH2:15][CH2:14][CH2:13]1.[OH-].[K+].Cl, predict the reaction product. The product is: [Br:1][C:2]1[C:3]([O:16][CH:12]2[CH2:15][CH2:14][CH2:13]2)=[N:4][CH:5]=[C:6]([CH:10]=1)[C:7]([OH:9])=[O:8].